Dataset: Reaction yield outcomes from USPTO patents with 853,638 reactions. Task: Predict the reaction yield, written as a fraction of the theoretical maximum amount of product (1.0 means a 100% yield; for example, 0.34 means a 34% yield). (1) The reactants are [K+].[C:2]([C:4]1[N:5]=[C:6]([C:17]([O-:19])=O)[N:7]([CH2:9][O:10][CH2:11][CH2:12][Si:13]([CH3:16])([CH3:15])[CH3:14])[CH:8]=1)#[N:3].CCN(C(C)C)C(C)C.C1CN([P+](Br)(N2CCCC2)N2CCCC2)CC1.F[P-](F)(F)(F)(F)F.[C:53]([O:57][C:58]([N:60]1[CH2:65][CH2:64][CH:63]([C:66]2[CH:71]=[CH:70][C:69]([NH2:72])=[C:68]([C:73]3[CH2:78][CH2:77][CH2:76][CH2:75][CH:74]=3)[CH:67]=2)[CH2:62][CH2:61]1)=[O:59])([CH3:56])([CH3:55])[CH3:54]. The catalyst is C(Cl)Cl.CCOC(C)=O. The product is [C:53]([O:57][C:58]([N:60]1[CH2:65][CH2:64][CH:63]([C:66]2[CH:71]=[CH:70][C:69]([NH:72][C:17]([C:6]3[N:7]([CH2:9][O:10][CH2:11][CH2:12][Si:13]([CH3:14])([CH3:15])[CH3:16])[CH:8]=[C:4]([C:2]#[N:3])[N:5]=3)=[O:19])=[C:68]([C:73]3[CH2:78][CH2:77][CH2:76][CH2:75][CH:74]=3)[CH:67]=2)[CH2:62][CH2:61]1)=[O:59])([CH3:56])([CH3:54])[CH3:55]. The yield is 0.850. (2) The reactants are [NH2:1][CH:2]1[CH2:7][CH2:6][N:5]([C:8]([O:10][CH2:11][CH3:12])=[O:9])[CH2:4][CH2:3]1.Br[C:14]1[CH:19]=[CH:18][N:17]=[CH:16][CH:15]=1.CC(C)([O-])C.[Na+].C1(P(C2C=CC=CC=2)C2C=CC3C(=CC=CC=3)C=2C2C3C(=CC=CC=3)C=CC=2P(C2C=CC=CC=2)C2C=CC=CC=2)C=CC=CC=1. The catalyst is C1(C)C=CC=CC=1.C([O-])(=O)C.[Pd+2].C([O-])(=O)C. The product is [N:17]1[CH:18]=[CH:19][C:14]([NH:1][CH:2]2[CH2:3][CH2:4][N:5]([C:8]([O:10][CH2:11][CH3:12])=[O:9])[CH2:6][CH2:7]2)=[CH:15][CH:16]=1. The yield is 0.410. (3) The reactants are C(=O)([O-])O.[Na+].Cl.[NH2:7][CH2:8][C:9](=[O:21])[CH2:10][CH2:11][C:12]([O:14][CH2:15][CH2:16][CH2:17][CH2:18][CH2:19][CH3:20])=[O:13].[C:22]1(C)[CH:27]=[CH:26][C:25]([S:28]([OH:31])(=[O:30])=[O:29])=[CH:24][CH:23]=1. The catalyst is O.ClCCl. The product is [C:24]1([CH3:8])[C:25]([S:28]([OH:31])(=[O:29])=[O:30])=[CH:26][CH:27]=[CH:22][CH:23]=1.[NH2:7][CH2:8][C:9](=[O:21])[CH2:10][CH2:11][C:12]([O:14][CH2:15][CH2:16][CH2:17][CH2:18][CH2:19][CH3:20])=[O:13]. The yield is 0.400. (4) The reactants are [CH3:1][C:2]1[CH:7]=[C:6]([CH3:8])[CH:5]=[C:4]([CH3:9])[C:3]=1[S:10]([N:13]1[CH:17]=[CH:16][CH:15]=[C:14]1[CH:18]=[O:19])(=[O:12])=[O:11].[Li+].[BH4-].CO. The catalyst is C1COCC1.[Cl-].[Na+].O. The product is [CH3:1][C:2]1[CH:7]=[C:6]([CH3:8])[CH:5]=[C:4]([CH3:9])[C:3]=1[S:10]([N:13]1[CH:17]=[CH:16][CH:15]=[C:14]1[CH2:18][OH:19])(=[O:12])=[O:11]. The yield is 0.870.